Dataset: Full USPTO retrosynthesis dataset with 1.9M reactions from patents (1976-2016). Task: Predict the reactants needed to synthesize the given product. (1) Given the product [CH3:1][N:2]([CH3:19])[C:3]1([C:14]2[S:15][CH:16]=[CH:17][CH:18]=2)[CH2:13][CH2:12][C:6]2([CH2:7][C:8](=[O:11])[N:9]([CH3:20])[CH2:10]2)[CH2:5][CH2:4]1, predict the reactants needed to synthesize it. The reactants are: [CH3:1][N:2]([CH3:19])[C:3]1([C:14]2[S:15][CH:16]=[CH:17][CH:18]=2)[CH2:13][CH2:12][C:6]2([CH2:10][NH:9][C:8](=[O:11])[CH2:7]2)[CH2:5][CH2:4]1.[CH3:20]C([O-])(C)C.[K+].CI. (2) Given the product [Cl:13][C:14]1[CH:15]=[CH:16][C:17]([S:20]([C:23]([C:29]2[CH:34]=[C:33]([F:35])[CH:32]=[CH:31][C:30]=2[F:36])=[CH:24][CH2:25][CH2:26][CH3:27])(=[O:22])=[O:21])=[CH:18][CH:19]=1, predict the reactants needed to synthesize it. The reactants are: C(N(CC)CC)C.CS(Cl)(=O)=O.[Cl:13][C:14]1[CH:19]=[CH:18][C:17]([S:20]([CH:23]([C:29]2[CH:34]=[C:33]([F:35])[CH:32]=[CH:31][C:30]=2[F:36])[CH:24](O)[CH2:25][CH2:26][CH3:27])(=[O:22])=[O:21])=[CH:16][CH:15]=1. (3) Given the product [CH3:54][C@H:49]1[N:48]([C:46]2[CH:45]=[C:44]([C:55]3([S:58]([CH3:61])(=[NH:60])=[O:59])[CH2:57][CH2:56]3)[N:43]=[C:42]([C:2]3[CH:7]=[N:6][CH:5]=[C:4]4[N:8]([C:11]([O:13][C:14]([CH3:17])([CH3:16])[CH3:15])=[O:12])[CH:9]=[CH:10][C:3]=34)[N:47]=2)[CH2:53][CH2:52][O:51][CH2:50]1, predict the reactants needed to synthesize it. The reactants are: Br[C:2]1[CH:7]=[N:6][CH:5]=[C:4]2[N:8]([C:11]([O:13][C:14]([CH3:17])([CH3:16])[CH3:15])=[O:12])[CH:9]=[CH:10][C:3]=12.C([O-])(=O)C.[K+].B1(B2OC(C)(C)C(C)(C)O2)OC(C)(C)C(C)(C)O1.Cl[C:42]1[N:47]=[C:46]([N:48]2[CH2:53][CH2:52][O:51][CH2:50][C@H:49]2[CH3:54])[CH:45]=[C:44]([C:55]2([S:58]([CH3:61])(=[NH:60])=[O:59])[CH2:57][CH2:56]2)[N:43]=1.C(=O)([O-])[O-].[Na+].[Na+]. (4) Given the product [NH2:33][C:26]1[C:25]([CH3:40])=[C:24]([C:20]2[CH:19]=[C:18]([NH:17][CH:14]3[CH2:15][CH2:16][N:11]([S:8]([CH2:1][C:2]4[CH:7]=[CH:6][CH:5]=[CH:4][CH:3]=4)(=[O:10])=[O:9])[CH2:12][CH2:13]3)[CH:23]=[CH:22][CH:21]=2)[S:28][CH:27]=1, predict the reactants needed to synthesize it. The reactants are: [CH2:1]([S:8]([N:11]1[CH2:16][CH2:15][CH:14]([NH:17][C:18]2[CH:19]=[C:20]([C:24]3[S:28][C:27](C(OC)=O)=[C:26]([NH:33]C(=O)C(F)(F)F)[C:25]=3[CH3:40])[CH:21]=[CH:22][CH:23]=2)[CH2:13][CH2:12]1)(=[O:10])=[O:9])[C:2]1[CH:7]=[CH:6][CH:5]=[CH:4][CH:3]=1.[OH-].[Na+].Cl.N. (5) Given the product [Cl:39][C:34]1[CH:33]=[C:32]([CH:37]=[CH:36][C:35]=1[F:38])[CH2:31][NH:30][C:28]([C:15]1[C:16]([CH2:26][OH:27])=[C:17]([OH:18])[C:12]([C:10]([NH:9][OH:8])=[O:11])=[N:13][CH:14]=1)=[O:29], predict the reactants needed to synthesize it. The reactants are: C([O:8][NH:9][C:10]([C:12]1[C:17]([O:18]CC2C=CC=CC=2)=[C:16]([CH2:26][OH:27])[C:15]([C:28]([NH:30][CH2:31][C:32]2[CH:37]=[CH:36][C:35]([F:38])=[C:34]([Cl:39])[CH:33]=2)=[O:29])=[CH:14][N:13]=1)=[O:11])C1C=CC=CC=1.